This data is from Reaction yield outcomes from USPTO patents with 853,638 reactions. The task is: Predict the reaction yield, written as a fraction of the theoretical maximum amount of product (1.0 means a 100% yield; for example, 0.34 means a 34% yield). (1) The reactants are [CH3:1][O:2][C:3](=[O:20])[C:4](=[N:12][NH:13][C:14]1[CH:19]=[CH:18][CH:17]=[CH:16][CH:15]=1)[C:5](=[O:11])[CH2:6][C:7](OC)=[O:8]. The catalyst is ClC1C=CC=CC=1Cl. The product is [CH3:1][O:2][C:3]([C:4]1[C:5]([OH:11])=[CH:6][C:7](=[O:8])[N:13]([C:14]2[CH:19]=[CH:18][CH:17]=[CH:16][CH:15]=2)[N:12]=1)=[O:20]. The yield is 0.990. (2) The reactants are [CH3:1][O:2][C:3](=[O:19])[CH:4]([NH:8][S:9]([C:12]1[CH:17]=[CH:16][C:15](Br)=[CH:14][CH:13]=1)(=[O:11])=[O:10])[CH:5]([CH3:7])[CH3:6].[OH:20][CH2:21][C:22]1[CH:27]=[CH:26][C:25](B(O)O)=[CH:24][CH:23]=1.C([O-])([O-])=O.[K+].[K+]. The catalyst is COCCOC.O.C1C=CC([P]([Pd]([P](C2C=CC=CC=2)(C2C=CC=CC=2)C2C=CC=CC=2)([P](C2C=CC=CC=2)(C2C=CC=CC=2)C2C=CC=CC=2)[P](C2C=CC=CC=2)(C2C=CC=CC=2)C2C=CC=CC=2)(C2C=CC=CC=2)C2C=CC=CC=2)=CC=1. The product is [CH3:1][O:2][C:3](=[O:19])[CH:4]([NH:8][S:9]([C:12]1[CH:17]=[CH:16][C:15]([C:25]2[CH:26]=[CH:27][C:22]([CH2:21][OH:20])=[CH:23][CH:24]=2)=[CH:14][CH:13]=1)(=[O:11])=[O:10])[CH:5]([CH3:7])[CH3:6]. The yield is 0.670. (3) The reactants are [F:1]C1C=CC=CC=1CC(=O)C(OCC)=O.Br[C:17]1[CH:18]=[C:19]([CH:22]=[CH:23][CH:24]=1)[CH2:20]Br.[Mg].[C:26]([O:33]CC)(=O)[C:27]([O:29][CH2:30][CH3:31])=[O:28]. No catalyst specified. The product is [F:1][C:17]1[CH:18]=[C:19]([CH2:20][C:26](=[O:33])[C:27]([O:29][CH2:30][CH3:31])=[O:28])[CH:22]=[CH:23][CH:24]=1. The yield is 0.800. (4) The product is [CH:3]([C:13]1([C:16]([O:18][C:19]([CH3:20])([CH3:21])[CH3:22])=[O:17])[CH2:14][CH2:15][C:11]([O:23][CH3:24])([O:10][CH3:9])[CH2:12]1)([CH3:4])[CH3:2]. The reactants are [Li+].[CH3:2][CH:3]([N-]C(C)C)[CH3:4].[CH3:9][O:10][C:11]1([O:23][CH3:24])[CH2:15][CH2:14][CH:13]([C:16]([O:18][C:19]([CH3:22])([CH3:21])[CH3:20])=[O:17])[CH2:12]1.IC(C)C. The yield is 0.750. The catalyst is C1COCC1.CCOCC. (5) The reactants are [Mg].II.Br[C:5]1[CH:10]=[CH:9][CH:8]=[C:7]([F:11])[C:6]=1CC1CC1.CON(C)[C:19]([C@@H:21]1[CH2:26][CH2:25][CH2:24][N:23]([C:27]([O:29][C:30]([CH3:33])([CH3:32])[CH3:31])=[O:28])[CH2:22]1)=[O:20].[CH2:35]1[CH2:39][O:38][CH2:37][CH2:36]1. No catalyst specified. The product is [CH:35]1([CH2:39][O:38][C:6]2[C:7]([F:11])=[CH:8][CH:9]=[CH:10][C:5]=2[C:19]([C@@H:21]2[CH2:26][CH2:25][CH2:24][N:23]([C:27]([O:29][C:30]([CH3:31])([CH3:32])[CH3:33])=[O:28])[CH2:22]2)=[O:20])[CH2:36][CH2:37]1. The yield is 0.700. (6) The reactants are Cl.[C:2]1([CH:8]([CH3:11])[CH2:9][NH2:10])[CH:7]=[CH:6][CH:5]=[CH:4][CH:3]=1.[OH-].[Na+].[C:14]([OH:22])(=[O:21])[C@H:15]([CH2:17][C:18]([OH:20])=[O:19])[OH:16]. The catalyst is C(O)C. The product is [C:14]([OH:22])(=[O:21])[CH:15]([CH2:17][C:18]([OH:20])=[O:19])[OH:16].[C:2]1([C@@H:8]([CH3:11])[CH2:9][NH2:10])[CH:7]=[CH:6][CH:5]=[CH:4][CH:3]=1. The yield is 0.395. (7) The reactants are [C:1]1([CH2:7][CH2:8][CH2:9][CH2:10][CH2:11][CH2:12][CH2:13][NH2:14])[CH:6]=[CH:5][CH:4]=[CH:3][CH:2]=1.[CH3:15][C:16]1[CH:17]=[C:18]([C:23]2[CH:24]=[C:25]([CH:29]=[C:30]([C:36]3[CH:41]=[C:40]([CH3:42])[CH:39]=[C:38]([CH3:43])[CH:37]=3)[C:31]=2[O:32][CH2:33][O:34][CH3:35])[C:26](O)=[O:27])[CH:19]=[C:20]([CH3:22])[CH:21]=1.C(N(CC)CC)C.ON1C2C=CC=CC=2N=N1.C1CCC(N=C=NC2CCCCC2)CC1. The catalyst is CCOC(C)=O.O.C(Cl)Cl. The product is [C:1]1([CH2:7][CH2:8][CH2:9][CH2:10][CH2:11][CH2:12][CH2:13][NH:14][C:26](=[O:27])[C:25]2[CH:29]=[C:30]([C:36]3[CH:37]=[C:38]([CH3:43])[CH:39]=[C:40]([CH3:42])[CH:41]=3)[C:31]([O:32][CH2:33][O:34][CH3:35])=[C:23]([C:18]3[CH:17]=[C:16]([CH3:15])[CH:21]=[C:20]([CH3:22])[CH:19]=3)[CH:24]=2)[CH:6]=[CH:5][CH:4]=[CH:3][CH:2]=1. The yield is 0.545. (8) The yield is 0.820. The product is [CH3:13][O:12][C:5]1[CH:6]=[C:7]([CH:10]=[CH:11][C:4]=1[N+:1]([O-:3])=[O:2])[CH2:8][Br:15]. The reactants are [N+:1]([C:4]1[CH:11]=[CH:10][C:7]([CH2:8]O)=[CH:6][C:5]=1[O:12][CH3:13])([O-:3])=[O:2].C(Br)(Br)(Br)[Br:15].C1(P(C2C=CC=CC=2)C2C=CC=CC=2)C=CC=CC=1. The catalyst is C1COCC1. (9) The reactants are [N:1]1[CH:6]=[CH:5][CH:4]=[CH:3][C:2]=1[C:7]1[C:16]([OH:17])=[CH:15][C:14]2[C:9](=[N:10][CH:11]=[CH:12][CH:13]=2)[N:8]=1.Cl[C:19]1[C:28]2[C:23](=[CH:24][C:25]([O:31][CH3:32])=[C:26]([O:29][CH3:30])[CH:27]=2)[N:22]=[CH:21][CH:20]=1.O. The catalyst is CN(C)C1C=CN=CC=1.ClC1C=CC=CC=1Cl. The product is [CH3:30][O:29][C:26]1[CH:27]=[C:28]2[C:23](=[CH:24][C:25]=1[O:31][CH3:32])[N:22]=[CH:21][CH:20]=[C:19]2[O:17][C:16]1[C:7]([C:2]2[CH:3]=[CH:4][CH:5]=[CH:6][N:1]=2)=[N:8][C:9]2[C:14]([CH:15]=1)=[CH:13][CH:12]=[CH:11][N:10]=2. The yield is 0.120.